From a dataset of Full USPTO retrosynthesis dataset with 1.9M reactions from patents (1976-2016). Predict the reactants needed to synthesize the given product. (1) Given the product [OH:16][C:15]1[C:10]([C:8]([C:5]2[CH:6]=[CH:7][C:2]([C:23]#[N:24])=[CH:3][CH:4]=2)=[O:9])=[N:11][CH:12]=[CH:13][CH:14]=1, predict the reactants needed to synthesize it. The reactants are: Br[C:2]1[CH:7]=[CH:6][C:5]([C:8]([C:10]2[C:15]([OH:16])=[CH:14][CH:13]=[CH:12][N:11]=2)=[O:9])=[CH:4][CH:3]=1.C(OCC)(=O)C.[CH3:23][N:24](C)C=O. (2) Given the product [OH:1][CH:2]([C:19]1[CH:20]=[CH:21][C:22]([C:25]2[N:29]=[C:28]([C:30]3[O:34][N:33]=[C:32]([C:35]4[CH:40]=[CH:39][CH:38]=[CH:37][CH:36]=4)[C:31]=3[C:41]([F:42])([F:43])[F:44])[O:27][N:26]=2)=[CH:23][CH:24]=1)[C:3]([NH:5][CH2:6][CH:7]1[CH2:11][CH2:10][CH2:9][NH:8]1)=[O:4].[C:45]([OH:51])([C:47]([F:50])([F:49])[F:48])=[O:46], predict the reactants needed to synthesize it. The reactants are: [OH:1][CH:2]([C:19]1[CH:24]=[CH:23][C:22]([C:25]2[N:29]=[C:28]([C:30]3[O:34][N:33]=[C:32]([C:35]4[CH:40]=[CH:39][CH:38]=[CH:37][CH:36]=4)[C:31]=3[C:41]([F:44])([F:43])[F:42])[O:27][N:26]=2)=[CH:21][CH:20]=1)[C:3]([NH:5][CH2:6][CH:7]1[CH2:11][CH2:10][CH2:9][N:8]1C(OC(C)(C)C)=O)=[O:4].[C:45]([OH:51])([C:47]([F:50])([F:49])[F:48])=[O:46]. (3) Given the product [NH2:20][C:21]1[C:26]([O:5][CH2:6][CH:7]2[CH2:12][CH2:11][N:10]([C:13]([O:15][C:16]([CH3:19])([CH3:18])[CH3:17])=[O:14])[CH2:9][CH2:8]2)=[CH:25][CH:24]=[CH:23][N:22]=1, predict the reactants needed to synthesize it. The reactants are: CS([O:5][CH2:6][CH:7]1[CH2:12][CH2:11][N:10]([C:13]([O:15][C:16]([CH3:19])([CH3:18])[CH3:17])=[O:14])[CH2:9][CH2:8]1)(=O)=O.[NH2:20][C:21]1[C:26](O)=[CH:25][CH:24]=[CH:23][N:22]=1.C([O-])([O-])=O.[Cs+].[Cs+].C(Cl)Cl.CO. (4) Given the product [Br:1][C:2]1[CH:10]=[C:9]([CH3:11])[C:8]([O:12][CH2:13][CH3:14])=[CH:7][C:3]=1[CH2:4][OH:5], predict the reactants needed to synthesize it. The reactants are: [Br:1][C:2]1[CH:10]=[C:9]([CH3:11])[C:8]([O:12][CH2:13][CH3:14])=[CH:7][C:3]=1[C:4]([O-])=[O:5].CCOCC.CC(C[AlH]CC(C)C)C.C(OCC)(=O)C. (5) Given the product [CH3:21][N:1]1[C:5]2[CH:6]=[CH:7][CH:8]=[CH:9][C:4]=2[N:3]=[C:2]1[CH2:10][C:11]1[CH:20]=[CH:19][C:14]([C:15]([O:17][CH3:18])=[O:16])=[CH:13][CH:12]=1, predict the reactants needed to synthesize it. The reactants are: [NH:1]1[C:5]2[CH:6]=[CH:7][CH:8]=[CH:9][C:4]=2[N:3]=[C:2]1[CH2:10][C:11]1[CH:20]=[CH:19][C:14]([C:15]([O:17][CH3:18])=[O:16])=[CH:13][CH:12]=1.[C:21](=O)([O-])[O-].[K+].[K+].CI. (6) The reactants are: [Br:1][C:2]1[CH:3]=[CH:4][C:5]([Cl:10])=[C:6]([CH2:8][OH:9])[CH:7]=1.[CH3:11][S:12](Cl)(=[O:14])=[O:13]. Given the product [CH3:11][S:12]([O:9][CH2:8][C:6]1[CH:7]=[C:2]([Br:1])[CH:3]=[CH:4][C:5]=1[Cl:10])(=[O:14])=[O:13], predict the reactants needed to synthesize it. (7) Given the product [CH2:1]([C:8]1[S:12][C:11]([CH2:13][CH2:14][C:15]2[CH:16]=[C:17]([OH:23])[C:18]([OH:21])=[CH:19][CH:20]=2)=[N:10][C:9]=1[C:25]1[CH:26]=[CH:27][C:28]([OH:31])=[CH:29][CH:30]=1)[C:2]1[CH:3]=[CH:4][CH:5]=[CH:6][CH:7]=1, predict the reactants needed to synthesize it. The reactants are: [CH2:1]([C:8]1[S:12][C:11]([CH2:13][CH2:14][C:15]2[CH:20]=[CH:19][C:18]([O:21]C)=[C:17]([O:23]C)[CH:16]=2)=[N:10][C:9]=1[C:25]1[CH:30]=[CH:29][C:28]([O:31]C)=[CH:27][CH:26]=1)[C:2]1[CH:7]=[CH:6][CH:5]=[CH:4][CH:3]=1.B(Br)(Br)Br. (8) Given the product [Br:1][C:2]1[CH:10]=[CH:9][CH:8]=[CH:7][C:3]=1[C:4]([Cl:13])=[O:5], predict the reactants needed to synthesize it. The reactants are: [Br:1][C:2]1[CH:10]=[CH:9][CH:8]=[CH:7][C:3]=1[C:4](O)=[O:5].O=S(Cl)[Cl:13]. (9) Given the product [CH3:1][O:2][C:3](=[O:24])[CH2:4][CH2:5][CH2:6][CH2:7][CH2:8][CH2:9][CH2:10][CH:11]([O:23][CH2:38][CH2:37][CH2:36][CH2:35][CH2:34][CH3:33])[CH:12]([O:22][CH2:3][CH2:4][CH2:5][CH2:6][CH2:7][CH3:8])[CH2:13][CH:14]([O:21][CH2:9][CH2:10][CH2:11][CH2:12][CH2:13][CH3:14])[CH2:15][CH2:16][CH2:17][CH2:18][CH2:19][CH3:20], predict the reactants needed to synthesize it. The reactants are: [CH3:1][O:2][C:3](=[O:24])[CH2:4][CH2:5][CH2:6][CH2:7][CH2:8][CH2:9][CH2:10][CH:11]([OH:23])[CH:12]([OH:22])[CH2:13][CH:14]([OH:21])[CH2:15][CH2:16][CH2:17][CH2:18][CH2:19][CH3:20].[C:33](O[C:33](=O)[CH2:34][CH2:35][CH2:36][CH2:37][CH3:38])(=O)[CH2:34][CH2:35][CH2:36][CH2:37][CH3:38]. (10) Given the product [Br:1][C:2]1[C:3]2[N:8]=[C:9]([C:10]3[CH:11]=[CH:12][C:13]([O:16][CH3:17])=[CH:14][CH:15]=3)[S:18][C:4]=2[CH:5]=[CH:6][CH:7]=1, predict the reactants needed to synthesize it. The reactants are: [Br:1][C:2]1[CH:7]=[CH:6][CH:5]=[CH:4][C:3]=1[NH:8][C:9](=[S:18])[C:10]1[CH:15]=[CH:14][C:13]([O:16][CH3:17])=[CH:12][CH:11]=1.[OH-].[Na+].